From a dataset of Full USPTO retrosynthesis dataset with 1.9M reactions from patents (1976-2016). Predict the reactants needed to synthesize the given product. (1) Given the product [N+:1]([C:4]1[CH:9]=[CH:8][C:7]([NH:10][C:11]2[N:19]([CH2:20][CH2:21][OH:22])[C:14]3=[N:15][CH:16]=[CH:17][CH:18]=[C:13]3[N:12]=2)=[CH:6][CH:5]=1)([O-:3])=[O:2], predict the reactants needed to synthesize it. The reactants are: [N+:1]([C:4]1[CH:9]=[CH:8][C:7]([NH:10][C:11]2[N:19]([CH2:20][C:21](OCC)=[O:22])[C:14]3=[N:15][CH:16]=[CH:17][CH:18]=[C:13]3[N:12]=2)=[CH:6][CH:5]=1)([O-:3])=[O:2].[BH4-].[Li+]. (2) Given the product [F:7][C:8]([F:22])([CH:19]([F:20])[F:21])[CH2:9][O:10][C:11]1[CH:12]=[C:13]([CH:16]=[CH:17][CH:18]=1)[CH2:14][NH2:15], predict the reactants needed to synthesize it. The reactants are: C(O)(=O)C(O)=O.[F:7][C:8]([F:22])([CH:19]([F:21])[F:20])[CH2:9][O:10][C:11]1[CH:12]=[C:13]([CH:16]=[CH:17][CH:18]=1)[CH2:14][NH2:15].ClCCl.[OH-].[Na+].O.